The task is: Predict which catalyst facilitates the given reaction.. This data is from Catalyst prediction with 721,799 reactions and 888 catalyst types from USPTO. (1) Reactant: [CH3:1][CH:2]([CH:4]([OH:8])[CH:5]([CH3:7])[CH3:6])[CH3:3].[Li]CCCC.[Br:14][C:15]1[CH:20]=[CH:19][C:18](F)=[C:17]([N+:22]([O-:24])=[O:23])[CH:16]=1. Product: [Br:14][C:15]1[CH:20]=[CH:19][C:18]([O:8][CH:4]([CH:5]([CH3:7])[CH3:6])[CH:2]([CH3:3])[CH3:1])=[C:17]([N+:22]([O-:24])=[O:23])[CH:16]=1. The catalyst class is: 1. (2) Reactant: [CH3:1][C:2]1[N:3]=[C:4]([C:21]2[CH:26]=[CH:25][C:24]([C:27]([F:30])([F:29])[F:28])=[CH:23][CH:22]=2)[S:5][C:6]=1[CH2:7][NH:8][C:9]1[CH:14]=[CH:13][C:12]([C@@H:15]2[CH2:17][C@H:16]2[C:18]([OH:20])=O)=[CH:11][CH:10]=1.CN(C(ON1N=[N:46][C:41]2[CH:42]=CC=N[C:40]1=2)=[N+](C)C)C.F[P-](F)(F)(F)(F)F.C(N)(C)C. Product: [CH:41]([NH:46][C:18]([C@@H:16]1[CH2:17][C@H:15]1[C:12]1[CH:13]=[CH:14][C:9]([NH:8][CH2:7][C:6]2[S:5][C:4]([C:21]3[CH:22]=[CH:23][C:24]([C:27]([F:29])([F:30])[F:28])=[CH:25][CH:26]=3)=[N:3][C:2]=2[CH3:1])=[CH:10][CH:11]=1)=[O:20])([CH3:42])[CH3:40]. The catalyst class is: 139. (3) Reactant: C([Si](C1C=CC=CC=1)(C1C=CC=CC=1)[O:6][CH2:7][C:8]([C:11]1[CH:15]=[C:14]([NH:16][C:17](=[O:32])[C:18]([CH3:31])([S:20]([CH2:23][CH:24]2[CH2:29][CH2:28][C:27](=[O:30])[CH2:26][CH2:25]2)(=[O:22])=[O:21])[CH3:19])[O:13][N:12]=1)([CH3:10])[CH3:9])(C)(C)C.[F-].C([N+](CCCC)(CCCC)CCCC)CCC. Product: [OH:6][CH2:7][C:8]([C:11]1[CH:15]=[C:14]([NH:16][C:17](=[O:32])[C:18]([CH3:31])([S:20]([CH2:23][CH:24]2[CH2:25][CH2:26][C:27](=[O:30])[CH2:28][CH2:29]2)(=[O:22])=[O:21])[CH3:19])[O:13][N:12]=1)([CH3:10])[CH3:9]. The catalyst class is: 1. (4) Reactant: [CH2:1]([O:3][C:4]([C:6]1[O:7][C:8]2[CH:15]=[CH:14][CH:13]=[C:12]([CH2:16]O)[C:9]=2[C:10]=1[CH3:11])=[O:5])[CH3:2].C1(P(C2C=CC=CC=2)C2C=CC=CC=2)C=CC=CC=1.C(Br)(Br)(Br)[Br:38]. Product: [CH2:1]([O:3][C:4]([C:6]1[O:7][C:8]2[CH:15]=[CH:14][CH:13]=[C:12]([CH2:16][Br:38])[C:9]=2[C:10]=1[CH3:11])=[O:5])[CH3:2]. The catalyst class is: 1. (5) Reactant: F[P-](F)(F)(F)(F)F.N1(OC(N(C)C)=[N+](C)C)C2N=CC=CC=2N=N1.C(OC([N:32]1[CH:36]=[C:35]([CH2:37][CH:38]([NH:42]C(OC(C)(C)C)=O)[C:39]([OH:41])=O)[N:34]=[CH:33]1)=O)(C)(C)C.C(N(CC)CC)C.[NH2:57][CH2:58][CH2:59][CH2:60][O:61][C:62]1[CH:67]=[CH:66][C:65]([Cl:68])=[CH:64][C:63]=1[NH:69][C:70]([NH:72][C:73]1[CH:78]=[CH:77][C:76]([C:79]#[N:80])=[CH:75][N:74]=1)=[O:71].Cl.O1CCOCC1. Product: [NH2:42][C@@H:38]([CH2:37][C:35]1[N:34]=[CH:33][NH:32][CH:36]=1)[C:39]([NH:57][CH2:58][CH2:59][CH2:60][O:61][C:62]1[CH:67]=[CH:66][C:65]([Cl:68])=[CH:64][C:63]=1[NH:69][C:70]([NH:72][C:73]1[CH:78]=[CH:77][C:76]([C:79]#[N:80])=[CH:75][N:74]=1)=[O:71])=[O:41]. The catalyst class is: 124. (6) Reactant: C(=O)([O-])[O-].[K+].[K+].[OH:7][C:8]1[CH:12]=[C:11]([CH3:13])[NH:10][N:9]=1.[Cl:14][C:15]1[CH:16]=[C:17]([C:23]([F:26])([F:25])[F:24])[CH:18]=[C:19]([Cl:22])[C:20]=1F.Cl. Product: [Cl:14][C:15]1[CH:16]=[C:17]([C:23]([F:24])([F:25])[F:26])[CH:18]=[C:19]([Cl:22])[C:20]=1[O:7][C:8]1[CH:12]=[C:11]([CH3:13])[NH:10][N:9]=1. The catalyst class is: 3.